Dataset: Merck oncology drug combination screen with 23,052 pairs across 39 cell lines. Task: Regression. Given two drug SMILES strings and cell line genomic features, predict the synergy score measuring deviation from expected non-interaction effect. Drug 1: COc1cccc2c1C(=O)c1c(O)c3c(c(O)c1C2=O)CC(O)(C(=O)CO)CC3OC1CC(N)C(O)C(C)O1. Drug 2: Cn1c(=O)n(-c2ccc(C(C)(C)C#N)cc2)c2c3cc(-c4cnc5ccccc5c4)ccc3ncc21. Cell line: SW837. Synergy scores: synergy=21.6.